Dataset: Reaction yield outcomes from USPTO patents with 853,638 reactions. Task: Predict the reaction yield, written as a fraction of the theoretical maximum amount of product (1.0 means a 100% yield; for example, 0.34 means a 34% yield). (1) The reactants are S(=O)(=O)(O)O.COCCOC[O:12][C:13]1[CH:14]=[C:15]2[C:20](=[CH:21][CH:22]=1)[CH:19]=[C:18]([C:23]([CH2:25][NH:26][CH2:27][C:28]1[CH:29]=[C:30]([C:34]3[CH:39]=[CH:38][C:37]([NH:40][C:41]4[CH:42]=[C:43]([CH:49]=[CH:50][CH:51]=4)[C:44]([O:46][CH2:47][CH3:48])=[O:45])=[CH:36][CH:35]=3)[CH:31]=[CH:32][CH:33]=1)=[O:24])[CH:17]=[CH:16]2. The catalyst is CO.O1CCCC1.C(OCC)(=O)C. The product is [OH:12][C:13]1[CH:14]=[C:15]2[C:20](=[CH:21][CH:22]=1)[CH:19]=[C:18]([C:23]([CH2:25][NH:26][CH2:27][C:28]1[CH:29]=[C:30]([C:34]3[CH:39]=[CH:38][C:37]([NH:40][C:41]4[CH:42]=[C:43]([CH:49]=[CH:50][CH:51]=4)[C:44]([O:46][CH2:47][CH3:48])=[O:45])=[CH:36][CH:35]=3)[CH:31]=[CH:32][CH:33]=1)=[O:24])[CH:17]=[CH:16]2. The yield is 0.800. (2) The reactants are [NH2:1][C:2]1[CH:9]=[CH:8][C:5]([C:6]#[N:7])=[CH:4][CH:3]=1.C(=O)([O-])[O-].[K+].[K+].[Cl:16][CH2:17][C:18]1[CH:26]=[CH:25][C:21]([C:22](Cl)=[O:23])=[CH:20][CH:19]=1. The catalyst is CC(C)=O. The product is [Cl:16][CH2:17][C:18]1[CH:26]=[CH:25][C:21]([C:22]([NH:1][C:2]2[CH:9]=[CH:8][C:5]([C:6]#[N:7])=[CH:4][CH:3]=2)=[O:23])=[CH:20][CH:19]=1. The yield is 0.910.